This data is from Reaction yield outcomes from USPTO patents with 853,638 reactions. The task is: Predict the reaction yield, written as a fraction of the theoretical maximum amount of product (1.0 means a 100% yield; for example, 0.34 means a 34% yield). (1) The reactants are [CH2:1]([C:5]1[N:9]([CH2:10][C:11]2[CH:16]=[CH:15][C:14]([C:17]3[C:18]([C:23]#[N:24])=[CH:19][CH:20]=[CH:21][CH:22]=3)=[CH:13][CH:12]=2)[C:8](=[O:25])[NH:7][N:6]=1)[CH2:2][CH2:3][CH3:4].CC(C)([O-])C.[K+].CN(C)C=O.Br[CH2:38][C:39](=[O:44])[C:40]([CH3:43])([CH3:42])[CH3:41]. The catalyst is C(OCC)(=O)C. The product is [CH2:1]([C:5]1[N:9]([CH2:10][C:11]2[CH:16]=[CH:15][C:14]([C:17]3[C:18]([C:23]#[N:24])=[CH:19][CH:20]=[CH:21][CH:22]=3)=[CH:13][CH:12]=2)[C:8](=[O:25])[N:7]([CH2:38][C:39](=[O:44])[C:40]([CH3:43])([CH3:42])[CH3:41])[N:6]=1)[CH2:2][CH2:3][CH3:4]. The yield is 0.920. (2) The reactants are [F:1][C:2]([F:6])([F:5])[CH2:3]I.[C:7](=[O:10])([O-])[O-:8].[Cs+].[Cs+].[OH:13][C:14]1[CH:19]=[CH:18][C:17]([C:20]2[C:25](=[O:26])[N:24]([CH2:27][C:28]3[CH:33]=[CH:32][C:31]([C:34]4[C:35]([C:40]#[N:41])=[CH:36][CH:37]=[CH:38][CH:39]=4)=[CH:30][CH:29]=3)[C:23]([CH2:42][CH2:43][CH3:44])=[N:22][C:21]=2[CH3:45])=[CH:16][CH:15]=1.C[N:47](C)C=O. The catalyst is C(OCC)(=O)C. The product is [CH3:45][C:21]1[N:22]=[C:23]([CH2:42][CH2:43][CH3:44])[N:24]([CH2:27][C:28]2[CH:33]=[CH:32][C:31]([C:34]3[CH:39]=[CH:38][CH:37]=[CH:36][C:35]=3[C:40]3[NH:47][C:7](=[O:10])[O:8][N:41]=3)=[CH:30][CH:29]=2)[C:25](=[O:26])[C:20]=1[C:17]1[CH:16]=[CH:15][C:14]([O:13][CH2:3][C:2]([F:6])([F:5])[F:1])=[CH:19][CH:18]=1. The yield is 0.620. (3) The reactants are [Cu]C#N.[C:4]([Mg]Cl)([CH3:7])([CH3:6])[CH3:5].[C:10]1([C:23]2[CH:28]=[CH:27][CH:26]=[CH:25][CH:24]=2)[CH:15]=[CH:14][CH:13]=[C:12]([C:16]2[CH:21]=[CH:20][C:19](Br)=[CH:18][N:17]=2)[CH:11]=1.[OH-].[NH4+]. The catalyst is C1COCC1. The product is [C:10]1([C:23]2[CH:28]=[CH:27][CH:26]=[CH:25][CH:24]=2)[CH:15]=[CH:14][CH:13]=[C:12]([C:16]2[CH:21]=[CH:20][C:19]([C:4]([CH3:7])([CH3:6])[CH3:5])=[CH:18][N:17]=2)[CH:11]=1. The yield is 0.190. (4) The reactants are C([O:5][C:6]([CH:8]1[CH:12]([C:13]2[CH:18]=[CH:17][CH:16]=[C:15]([Cl:19])[C:14]=2[F:20])[C:11]([C:23]2[CH:28]=[CH:27][C:26]([Cl:29])=[C:25]([CH3:30])[CH:24]=2)([C:21]#[N:22])[CH:10]([CH2:31][C:32]([CH3:35])([CH3:34])[CH3:33])[NH:9]1)=[O:7])(C)(C)C.[F:36][C:37]([F:42])([F:41])[C:38]([OH:40])=[O:39]. The catalyst is ClCCl. The product is [F:36][C:37]([F:42])([F:41])[C:38]([OH:40])=[O:39].[Cl:19][C:15]1[C:14]([F:20])=[C:13]([CH:12]2[C:11]([C:23]3[CH:28]=[CH:27][C:26]([Cl:29])=[C:25]([CH3:30])[CH:24]=3)([C:21]#[N:22])[CH:10]([CH2:31][C:32]([CH3:34])([CH3:35])[CH3:33])[NH:9][CH:8]2[C:6]([OH:7])=[O:5])[CH:18]=[CH:17][CH:16]=1. The yield is 0.850. (5) The reactants are CC1(C)[O:7][CH2:6][C:5]([NH:25]C(=O)OC(C)(C)C)([C:8]2[O:9][C:10]3[CH:16]=[CH:15][C:14]([CH2:17][CH2:18][CH2:19][CH2:20][CH2:21][CH2:22][CH2:23][CH3:24])=[CH:13][C:11]=3[CH:12]=2)[CH2:4][O:3]1.ClC1C=C(C2ON=C(C3C=CC4OC(C5(NC(=O)OC(C)(C)C)COC(C)(C)OC5)=CC=4C=3)N=2)C=CC=1OCCC. No catalyst specified. The product is [NH2:25][C:5]([C:8]1[O:9][C:10]2[CH:16]=[CH:15][C:14]([CH2:17][CH2:18][CH2:19][CH2:20][CH2:21][CH2:22][CH2:23][CH3:24])=[CH:13][C:11]=2[CH:12]=1)([CH2:6][OH:7])[CH2:4][OH:3]. The yield is 0.510.